The task is: Predict the reactants needed to synthesize the given product.. This data is from Full USPTO retrosynthesis dataset with 1.9M reactions from patents (1976-2016). (1) Given the product [CH3:21][O:20][CH:3]([O:2][CH3:1])[C:4]1[CH:5]=[C:6]([C:10]2[CH:15]=[CH:14][C:13]([C:16]([OH:18])=[O:17])=[CH:12][CH:11]=2)[CH:7]=[CH:8][CH:9]=1, predict the reactants needed to synthesize it. The reactants are: [CH3:1][O:2][CH:3]([O:20][CH3:21])[C:4]1[CH:5]=[C:6]([C:10]2[CH:15]=[CH:14][C:13]([C:16]([O:18]C)=[O:17])=[CH:12][CH:11]=2)[CH:7]=[CH:8][CH:9]=1.[OH-].[Na+]. (2) The reactants are: [NH2:1][C:2]1[CH:7]=[CH:6][C:5]([N:8]2[C:14](=[O:15])[CH2:13][C:12](=[O:16])[NH:11][C:10]3[C:17]4[C:22]([CH:23]=[CH:24][C:9]2=3)=[CH:21][CH:20]=[CH:19][CH:18]=4)=[CH:4][CH:3]=1.[CH3:25][O:26][C:27]1[CH:35]=[CH:34][CH:33]=[C:32]([C:36]([F:39])([F:38])[F:37])[C:28]=1[C:29](Cl)=[O:30].O=C1CC(=O)N(C2C=CC(C(O)=O)=CC=2)C2C=CC3C(C=2N1)=CC=CC=3. Given the product [CH3:25][O:26][C:27]1[CH:35]=[CH:34][CH:33]=[C:32]([C:36]([F:37])([F:38])[F:39])[C:28]=1[C:29]([NH:1][C:2]1[CH:7]=[CH:6][C:5]([N:8]2[C:14](=[O:15])[CH2:13][C:12](=[O:16])[NH:11][C:10]3[C:17]4[C:22]([CH:23]=[CH:24][C:9]2=3)=[CH:21][CH:20]=[CH:19][CH:18]=4)=[CH:4][CH:3]=1)=[O:30], predict the reactants needed to synthesize it. (3) Given the product [Br:41][CH2:1][C:2]1[C:3]([C:24]2[CH:29]=[CH:28][CH:27]=[C:26]([C:30]([F:33])([F:32])[F:31])[CH:25]=2)=[N:4][C:5]2[C:10]([C:11]=1[C:12]([O:14][CH3:15])=[O:13])=[CH:9][C:8]([S:16]([CH3:19])(=[O:18])=[O:17])=[C:7]([O:20][CH:21]([CH3:23])[CH3:22])[CH:6]=2, predict the reactants needed to synthesize it. The reactants are: [CH3:1][C:2]1[C:3]([C:24]2[CH:29]=[CH:28][CH:27]=[C:26]([C:30]([F:33])([F:32])[F:31])[CH:25]=2)=[N:4][C:5]2[C:10]([C:11]=1[C:12]([O:14][CH3:15])=[O:13])=[CH:9][C:8]([S:16]([CH3:19])(=[O:18])=[O:17])=[C:7]([O:20][CH:21]([CH3:23])[CH3:22])[CH:6]=2.C1C(=O)N([Br:41])C(=O)C1. (4) Given the product [CH2:27]([O:34][N:35]1[C:41](=[O:42])[N:40]2[CH2:43][C@H:36]1[CH2:37][CH2:38][C@H:39]2[C:44]([NH:11][NH:10][C:12]([N:14]1[CH2:19][CH2:18][N:17]([C:20]([O:22][C:23]([CH3:26])([CH3:25])[CH3:24])=[O:21])[CH2:16][CH2:15]1)=[S:13])=[O:45])[C:28]1[CH:29]=[CH:30][CH:31]=[CH:32][CH:33]=1, predict the reactants needed to synthesize it. The reactants are: CCN(C(C)C)C(C)C.[NH:10]([C:12]([N:14]1[CH2:19][CH2:18][N:17]([C:20]([O:22][C:23]([CH3:26])([CH3:25])[CH3:24])=[O:21])[CH2:16][CH2:15]1)=[S:13])[NH2:11].[CH2:27]([O:34][N:35]1[C:41](=[O:42])[N:40]2[CH2:43][C@H:36]1[CH2:37][CH2:38][C@H:39]2[C:44](O)=[O:45])[C:28]1[CH:33]=[CH:32][CH:31]=[CH:30][CH:29]=1.CN(C(ON1N=NC2C=CC=NC1=2)=[N+](C)C)C.F[P-](F)(F)(F)(F)F. (5) Given the product [O:1]=[C:2]([CH2:20][CH3:21])[CH2:3][CH2:4][CH2:5][CH2:6][CH2:7][CH2:8][CH2:9][CH2:10][CH2:11][CH2:12][CH2:13][CH2:14][CH2:15][CH2:16][C:17]([OH:19])=[O:18], predict the reactants needed to synthesize it. The reactants are: [OH:1][CH:2]([CH2:20][CH3:21])[CH2:3][CH2:4][CH2:5][CH2:6][CH2:7][CH2:8][CH2:9][CH2:10][CH2:11][CH2:12][CH2:13][CH2:14][CH2:15][CH2:16][C:17]([OH:19])=[O:18].CC(OI1(OC(C)=O)(OC(C)=O)OC(=O)C2C=CC=CC1=2)=O. (6) The reactants are: [CH3:1][N:2]1[CH2:7][CH2:6][NH:5][CH2:4][CH2:3]1.Cl[C:9]1[N:17]=[C:16]([CH3:18])[N:15]=[C:14]2[C:10]=1[N:11]=[C:12]([C:26]1[CH:31]=[CH:30][CH:29]=[CH:28][C:27]=1[F:32])[N:13]2[C:19]1[CH:24]=[CH:23][C:22]([Cl:25])=[CH:21][CH:20]=1. Given the product [Cl:25][C:22]1[CH:21]=[CH:20][C:19]([N:13]2[C:12]([C:26]3[CH:31]=[CH:30][CH:29]=[CH:28][C:27]=3[F:32])=[N:11][C:10]3[C:14]2=[N:15][C:16]([CH3:18])=[N:17][C:9]=3[N:5]2[CH2:6][CH2:7][N:2]([CH3:1])[CH2:3][CH2:4]2)=[CH:24][CH:23]=1, predict the reactants needed to synthesize it. (7) Given the product [CH3:23][C:13]1[S:14][C:15]([C:16]2[CH:17]=[C:18]([CH3:22])[CH:19]=[CH:20][CH:21]=2)=[C:11]([C:9]([N:8]2[CH2:7][C@H:6]3[C@H:4]([CH2:5]3)[C@H:3]2[CH2:2][NH:1][C:34]([C:27]2[C:28]3[C:33](=[CH:32][CH:31]=[CH:30][CH:29]=3)[N:25]([CH3:24])[CH:26]=2)=[O:35])=[O:10])[N:12]=1, predict the reactants needed to synthesize it. The reactants are: [NH2:1][CH2:2][C@H:3]1[N:8]([C:9]([C:11]2[N:12]=[C:13]([CH3:23])[S:14][C:15]=2[C:16]2[CH:17]=[C:18]([CH3:22])[CH:19]=[CH:20][CH:21]=2)=[O:10])[CH2:7][C@H:6]2[C@@H:4]1[CH2:5]2.[CH3:24][N:25]1[C:33]2[C:28](=[CH:29][CH:30]=[CH:31][CH:32]=2)[C:27]([C:34](O)=[O:35])=[CH:26]1. (8) Given the product [Cl:2][C:3]1[CH:4]=[C:5]([C:15]([NH:24][CH2:23][C:22]2[CH:25]=[CH:26][C:27]([O:28][CH3:29])=[C:20]([O:19][CH3:18])[CH:21]=2)=[O:17])[C:6]([C:9]2[CH:10]=[N:11][CH:12]=[CH:13][CH:14]=2)=[N:7][CH:8]=1, predict the reactants needed to synthesize it. The reactants are: Cl.[Cl:2][C:3]1[CH:4]=[C:5]([C:15]([OH:17])=O)[C:6]([C:9]2[CH:10]=[N:11][CH:12]=[CH:13][CH:14]=2)=[N:7][CH:8]=1.[CH3:18][O:19][C:20]1[CH:21]=[C:22]([CH:25]=[CH:26][C:27]=1[O:28][CH3:29])[CH2:23][NH2:24].C(Cl)CCl.C1C=CC2N(O)N=NC=2C=1.C(N(CC)CC)C. (9) Given the product [CH2:28]([O:31][CH:32]([CH2:35][O:36][CH2:37][C:38]#[CH:39])[CH2:33][NH:34][C:2]([NH:16][NH:15][C:14]([O:18][CH2:19][CH3:20])=[O:17])=[O:3])[C:29]#[CH:30], predict the reactants needed to synthesize it. The reactants are: Cl[C:2](OC1C=CC([N+]([O-])=O)=CC=1)=[O:3].[C:14]([O:18][CH2:19][CH3:20])(=[O:17])[NH:15][NH2:16].CCN(CC)CC.[CH2:28]([O:31][CH:32]([CH2:35][O:36][CH2:37][C:38]#[CH:39])[CH2:33][NH2:34])[C:29]#[CH:30].